This data is from Full USPTO retrosynthesis dataset with 1.9M reactions from patents (1976-2016). The task is: Predict the reactants needed to synthesize the given product. (1) Given the product [CH2:1]([O:8][CH2:9][CH2:10][N:11]([C:22]([O:24][C:25]([CH3:28])([CH3:27])[CH3:26])=[O:21])[C@@H:12]([C:17]([CH3:20])([CH3:19])[CH3:18])[C:13]([O:15][CH3:16])=[O:14])[C:2]1[CH:7]=[CH:6][CH:5]=[CH:4][CH:3]=1, predict the reactants needed to synthesize it. The reactants are: [CH2:1]([O:8][CH2:9][CH2:10][NH:11][C@@H:12]([C:17]([CH3:20])([CH3:19])[CH3:18])[C:13]([O:15][CH3:16])=[O:14])[C:2]1[CH:7]=[CH:6][CH:5]=[CH:4][CH:3]=1.[O:21](C(OC(C)(C)C)=O)[C:22]([O:24][C:25]([CH3:28])([CH3:27])[CH3:26])=O. (2) Given the product [C:16]([O:20][C:21](=[O:32])[CH:22]([NH:31][CH2:3][C:4]1[N:5]=[C:6]2[C:11](=[N:12][CH:13]=1)[N:10]=[C:9]([NH2:14])[N:8]=[C:7]2[NH2:15])[CH2:23][C:24]1[CH:25]=[CH:26][C:27]([OH:30])=[CH:28][CH:29]=1)([CH3:19])([CH3:17])[CH3:18], predict the reactants needed to synthesize it. The reactants are: Br.Br[CH2:3][C:4]1[N:5]=[C:6]2[C:11](=[N:12][CH:13]=1)[N:10]=[C:9]([NH2:14])[N:8]=[C:7]2[NH2:15].[C:16]([O:20][C:21](=[O:32])[CH:22]([NH2:31])[CH2:23][C:24]1[CH:29]=[CH:28][C:27]([OH:30])=[CH:26][CH:25]=1)([CH3:19])([CH3:18])[CH3:17].C(=O)(O)[O-].